Task: Predict which catalyst facilitates the given reaction.. Dataset: Catalyst prediction with 721,799 reactions and 888 catalyst types from USPTO (1) Reactant: [CH3:1][N:2]([CH3:19])[CH2:3][CH2:4][CH2:5][N:6]1[CH2:11][CH2:10][S:9][C:8]2[CH:12]=[C:13]([N+:16]([O-])=O)[CH:14]=[CH:15][C:7]1=2.O.NN. Product: [CH3:19][N:2]([CH3:1])[CH2:3][CH2:4][CH2:5][N:6]1[CH2:11][CH2:10][S:9][C:8]2[CH:12]=[C:13]([NH2:16])[CH:14]=[CH:15][C:7]1=2. The catalyst class is: 94. (2) Product: [F:16][C:17]([F:36])([F:35])[S:18]([O:1][C:2]1[CH:7]=[CH:6][CH:5]=[CH:4][C:3]=1[C:8]1[CH:9]=[CH:10][C:11](=[O:15])[N:12]([CH3:14])[N:13]=1)(=[O:20])=[O:19]. The catalyst class is: 4. Reactant: [OH:1][C:2]1[CH:7]=[CH:6][CH:5]=[CH:4][C:3]=1[C:8]1[CH:9]=[CH:10][C:11](=[O:15])[N:12]([CH3:14])[N:13]=1.[F:16][C:17]([F:36])([F:35])[S:18](N(C1C=CC=CC=1)[S:18]([C:17]([F:36])([F:35])[F:16])(=[O:20])=[O:19])(=[O:20])=[O:19].C(N(CC)CC)C.